This data is from Forward reaction prediction with 1.9M reactions from USPTO patents (1976-2016). The task is: Predict the product of the given reaction. (1) The product is: [C:6]([C:10]1[CH:11]=[C:12]([NH:25][C:26]([NH:28][C@@H:29]2[C:38]3[C:33](=[CH:34][CH:35]=[CH:36][CH:37]=3)[C@H:32]([O:39][C:40]3[CH:41]=[CH:42][C:43]4[N:44]([C:46]([N:49]5[C@H:54]([CH3:55])[CH2:53][CH2:52][CH2:51][C@@H:50]5[CH3:56])=[N:47][N:48]=4)[CH:45]=3)[CH2:31][CH2:30]2)=[O:27])[N:13]([C:15]2[CH:16]=[C:17]([CH:18]=[CH:19][CH:20]=2)[O:21][CH2:22][CH2:23][O:24][S:2]([CH3:1])(=[O:4])=[O:3])[N:14]=1)([CH3:9])([CH3:7])[CH3:8]. Given the reactants [CH3:1][S:2](Cl)(=[O:4])=[O:3].[C:6]([C:10]1[CH:11]=[C:12]([NH:25][C:26]([NH:28][C@@H:29]2[C:38]3[C:33](=[CH:34][CH:35]=[CH:36][CH:37]=3)[C@H:32]([O:39][C:40]3[CH:41]=[CH:42][C:43]4[N:44]([C:46]([N:49]5[C@H:54]([CH3:55])[CH2:53][CH2:52][CH2:51][C@@H:50]5[CH3:56])=[N:47][N:48]=4)[CH:45]=3)[CH2:31][CH2:30]2)=[O:27])[N:13]([C:15]2[CH:20]=[CH:19][CH:18]=[C:17]([O:21][CH2:22][CH2:23][OH:24])[CH:16]=2)[N:14]=1)([CH3:9])([CH3:8])[CH3:7].CCN(C(C)C)C(C)C, predict the reaction product. (2) Given the reactants [N+:1]([C:4]1[CH:5]=[C:6]2[C:11](=[CH:12][CH:13]=1)[C:10](=[O:14])[N:9]([C:15]1[CH:20]=[CH:19][C:18]([C:21]([CH3:24])([CH3:23])[CH3:22])=[CH:17][CH:16]=1)[N:8]=[C:7]2[NH:25][C:26]1[N:27](C(C)(C)C)[N:28]=[C:29]([CH3:31])[CH:30]=1)([O-:3])=[O:2], predict the reaction product. The product is: [C:21]([C:18]1[CH:19]=[CH:20][C:15]([N:9]2[N:8]=[C:7]([NH:25][C:26]3[NH:27][N:28]=[C:29]([CH3:31])[CH:30]=3)[C:6]3[C:11](=[CH:12][CH:13]=[C:4]([N+:1]([O-:3])=[O:2])[CH:5]=3)[C:10]2=[O:14])=[CH:16][CH:17]=1)([CH3:24])([CH3:22])[CH3:23]. (3) Given the reactants C([O:5][C:6]([CH:8]1[CH:12]([C:13]2[CH:18]=[CH:17][CH:16]=[C:15]([Cl:19])[CH:14]=2)[C:11]([C:22]2[CH:27]=[CH:26][C:25]([Cl:28])=[CH:24][CH:23]=2)([C:20]#[N:21])[CH:10]([C:29]2[CH:34]=[CH:33][CH:32]=[C:31]([Cl:35])[CH:30]=2)[NH:9]1)=[O:7])(C)(C)C.[F:36][C:37]([F:42])([F:41])[C:38]([OH:40])=[O:39], predict the reaction product. The product is: [F:36][C:37]([F:42])([F:41])[C:38]([OH:40])=[O:39].[Cl:19][C:15]1[CH:14]=[C:13]([CH:12]2[C:11]([C:22]3[CH:23]=[CH:24][C:25]([Cl:28])=[CH:26][CH:27]=3)([C:20]#[N:21])[CH:10]([C:29]3[CH:34]=[CH:33][CH:32]=[C:31]([Cl:35])[CH:30]=3)[NH:9][CH:8]2[C:6]([OH:7])=[O:5])[CH:18]=[CH:17][CH:16]=1. (4) Given the reactants [Cl:1][C:2]1[CH:11]=[C:10]2[C:5]([C:6]([CH3:19])=[N:7][N:8]=[C:9]2[NH:12][CH:13]2[CH2:18][CH2:17][NH:16][CH2:15][CH2:14]2)=[CH:4][CH:3]=1.O1CCCCC1[O:26][CH2:27][CH2:28][CH2:29][O:30][C:31]1[CH:38]=[CH:37][C:34]([CH:35]=O)=[CH:33][CH:32]=1, predict the reaction product. The product is: [ClH:1].[ClH:1].[Cl:1][C:2]1[CH:11]=[C:10]2[C:5]([C:6]([CH3:19])=[N:7][N:8]=[C:9]2[NH:12][CH:13]2[CH2:18][CH2:17][N:16]([CH2:35][C:34]3[CH:37]=[CH:38][C:31]([O:30][CH2:29][CH2:28][CH2:27][OH:26])=[CH:32][CH:33]=3)[CH2:15][CH2:14]2)=[CH:4][CH:3]=1. (5) The product is: [C:37]([C:34]1([C:30]2[CH:29]=[C:28]([CH:33]=[CH:32][CH:31]=2)[C:27]([NH:26][C:24]2[CH:25]=[C:20]([CH:21]=[CH:22][C:23]=2[CH3:40])[O:19][C:17]2[CH:16]=[CH:15][C:13]3[N:14]=[C:10]([NH:9][C:6]([C:4]4[N:3]=[CH:2][O:1][CH:5]=4)=[O:7])[S:11][C:12]=3[CH:18]=2)=[O:39])[CH2:36][CH2:35]1)#[N:38]. Given the reactants [O:1]1[CH:5]=[C:4]([C:6](Cl)=[O:7])[N:3]=[CH:2]1.[NH2:9][C:10]1[S:11][C:12]2[CH:18]=[C:17]([O:19][C:20]3[CH:21]=[CH:22][C:23]([CH3:40])=[C:24]([NH:26][C:27](=[O:39])[C:28]4[CH:33]=[CH:32][CH:31]=[C:30]([C:34]5([C:37]#[N:38])[CH2:36][CH2:35]5)[CH:29]=4)[CH:25]=3)[CH:16]=[CH:15][C:13]=2[N:14]=1.O1C=C(C(O)=O)N=C1.C(Cl)(=O)C(Cl)=O, predict the reaction product.